From a dataset of Reaction yield outcomes from USPTO patents with 853,638 reactions. Predict the reaction yield, written as a fraction of the theoretical maximum amount of product (1.0 means a 100% yield; for example, 0.34 means a 34% yield). (1) The reactants are Br[C:2]1[CH:7]=[CH:6][C:5]([CH2:8][N:9]2[C:14](=[O:15])[C:13]([C:16]([NH:18][CH2:19][C:20]([OH:22])=[O:21])=[O:17])=[C:12]([OH:23])[C:11]([CH:24]([CH3:26])[CH3:25])=[N:10]2)=[C:4]([F:27])[CH:3]=1.[C:28]1(B(O)O)[CH:33]=[CH:32][CH:31]=[CH:30][CH:29]=1.C(=O)([O-])[O-].[K+].[K+].Cl. The catalyst is O.C1C=CC([P]([Pd]([P](C2C=CC=CC=2)(C2C=CC=CC=2)C2C=CC=CC=2)([P](C2C=CC=CC=2)(C2C=CC=CC=2)C2C=CC=CC=2)[P](C2C=CC=CC=2)(C2C=CC=CC=2)C2C=CC=CC=2)(C2C=CC=CC=2)C2C=CC=CC=2)=CC=1.O1CCOCC1. The product is [F:27][C:4]1[CH:3]=[C:2]([C:28]2[CH:33]=[CH:32][CH:31]=[CH:30][CH:29]=2)[CH:7]=[CH:6][C:5]=1[CH2:8][N:9]1[C:14](=[O:15])[C:13]([C:16]([NH:18][CH2:19][C:20]([OH:22])=[O:21])=[O:17])=[C:12]([OH:23])[C:11]([CH:24]([CH3:26])[CH3:25])=[N:10]1. The yield is 0.250. (2) The reactants are [F:1][C:2]1[CH:7]=[CH:6][CH:5]=[C:4]([F:8])[C:3]=1[N:9]1[C:14]2[N:15]=[C:16](S(C)=O)[N:17]=[C:18]([C:19]3[CH:20]=[C:21]([CH:28]=[CH:29][C:30]=3[CH3:31])[C:22]([NH:24][CH2:25][CH2:26][CH3:27])=[O:23])[C:13]=2[CH2:12][NH:11][C:10]1=[O:35].[CH3:36][N:37]1[CH2:42][CH2:41][NH:40][CH2:39][CH2:38]1. The catalyst is C(Cl)Cl. The product is [F:1][C:2]1[CH:7]=[CH:6][CH:5]=[C:4]([F:8])[C:3]=1[N:9]1[C:14]2[N:15]=[C:16]([N:40]3[CH2:41][CH2:42][N:37]([CH3:36])[CH2:38][CH2:39]3)[N:17]=[C:18]([C:19]3[CH:20]=[C:21]([CH:28]=[CH:29][C:30]=3[CH3:31])[C:22]([NH:24][CH2:25][CH2:26][CH3:27])=[O:23])[C:13]=2[CH2:12][NH:11][C:10]1=[O:35]. The yield is 0.600. (3) The reactants are [NH:1]1[C:5]2=[CH:6][N:7]=[C:8]([C:10](OC)=[O:11])[CH:9]=[C:4]2[CH:3]=[N:2]1.[H-].[H-].[H-].[H-].[Li+].[Al+3]. The catalyst is C1COCC1. The product is [NH:1]1[C:5]2=[CH:6][N:7]=[C:8]([CH2:10][OH:11])[CH:9]=[C:4]2[CH:3]=[N:2]1. The yield is 0.960. (4) The reactants are [N:1]1[CH:6]=[CH:5][C:4]([CH2:7][C:8]([O:10][CH2:11][CH3:12])=[O:9])=[CH:3][CH:2]=1.[F:13][C:14]1[CH:15]=[C:16]([CH:19]=[CH:20][CH:21]=1)[CH:17]=O. The catalyst is C(OC(=O)C)(=O)C.C(N(CC)CC)C. The product is [F:13][C:14]1[CH:15]=[C:16](/[CH:17]=[C:7](\[C:4]2[CH:5]=[CH:6][N:1]=[CH:2][CH:3]=2)/[C:8]([O:10][CH2:11][CH3:12])=[O:9])[CH:19]=[CH:20][CH:21]=1. The yield is 0.620. (5) The reactants are [CH2:1]([O:3][C:4]([C:6]1[NH:7][N:8]=[CH:9][CH:10]=1)=[O:5])[CH3:2].C([O-])([O-])=O.[K+].[K+].[Br:17][C:18]1[CH:25]=[CH:24][C:21]([CH2:22]Br)=[CH:20][CH:19]=1. The catalyst is CN(C=O)C. The product is [CH2:1]([O:3][C:4]([C:6]1[N:7]([CH2:22][C:21]2[CH:24]=[CH:25][C:18]([Br:17])=[CH:19][CH:20]=2)[N:8]=[CH:9][CH:10]=1)=[O:5])[CH3:2]. The yield is 0.360. (6) The reactants are [C:1]1([C:7]2[NH:8][C:9](=[O:18])[N:10]([CH:12]3[CH2:17][CH2:16][NH:15][CH2:14][CH2:13]3)[CH:11]=2)[CH:6]=[CH:5][CH:4]=[CH:3][CH:2]=1.[Cl:19][C:20]1[C:28]2[NH:27][N:26]=[CH:25][C:24]=2[C:23]2[CH2:29][N:30]([CH2:55][C:56]([CH3:59])([CH3:58])[CH3:57])[C:31](=[O:54])[C@H:32]([CH2:34][C:35](=[O:53])N3CCC(N4CC5C(=CC=CC=5)NC4=O)CC3)[CH2:33][C:22]=2[CH:21]=1. No catalyst specified. The product is [Cl:19][C:20]1[C:28]2[NH:27][N:26]=[CH:25][C:24]=2[C:23]2[CH2:29][N:30]([CH2:55][C:56]([CH3:59])([CH3:58])[CH3:57])[C:31](=[O:54])[C@H:32]([CH2:34][C:35](=[O:53])[N:15]3[CH2:14][CH2:13][CH:12]([N:10]4[CH:11]=[C:7]([C:1]5[CH:2]=[CH:3][CH:4]=[CH:5][CH:6]=5)[NH:8][C:9]4=[O:18])[CH2:17][CH2:16]3)[CH2:33][C:22]=2[CH:21]=1. The yield is 0.460. (7) The reactants are [CH2:1]([N:3]([CH:11]1[CH2:16][CH2:15][C:14]([C:17]2[C:25]3[C:20](=[CH:21][CH:22]=[C:23]([N+:26]([O-])=O)[CH:24]=3)[NH:19][CH:18]=2)=[CH:13][CH2:12]1)[C:4](=[O:10])[O:5][C:6]([CH3:9])([CH3:8])[CH3:7])[CH3:2]. The catalyst is N.CO.[Pd]. The product is [NH2:26][C:23]1[CH:24]=[C:25]2[C:20](=[CH:21][CH:22]=1)[NH:19][CH:18]=[C:17]2[CH:14]1[CH2:13][CH2:12][CH:11]([N:3]([CH2:1][CH3:2])[C:4](=[O:10])[O:5][C:6]([CH3:7])([CH3:8])[CH3:9])[CH2:16][CH2:15]1. The yield is 0.840.